From a dataset of Reaction yield outcomes from USPTO patents with 853,638 reactions. Predict the reaction yield, written as a fraction of the theoretical maximum amount of product (1.0 means a 100% yield; for example, 0.34 means a 34% yield). (1) The reactants are [I:1][C:2]1[CH:3]=[N:4][NH:5][CH:6]=1.C1COCC1.C(N(CC)CC)C.Cl[Si:20]([CH3:23])([CH3:22])[CH3:21]. The catalyst is CCCCCCC. The product is [CH3:21][Si:20]([CH3:23])([CH3:22])[N:4]1[CH:3]=[C:2]([I:1])[CH:6]=[N:5]1. The yield is 0.960. (2) The reactants are [C:1]([N:8]1[CH2:15][CH:14]2[CH:10]([CH2:11][NH:12][CH2:13]2)[CH2:9]1)([O:3][C:4]([CH3:7])([CH3:6])[CH3:5])=[O:2].[Br:16][C:17]1[CH:29]=[CH:28][C:27]2[C:26]3[C:21](=[CH:22][C:23](Br)=[CH:24][CH:25]=3)[C:20](=[O:31])[C:19]=2[CH:18]=1.CC(C)([O-])C.[Na+]. The catalyst is C1(C)C=CC=CC=1.C1C=CC(/C=C/C(/C=C/C2C=CC=CC=2)=O)=CC=1.C1C=CC(/C=C/C(/C=C/C2C=CC=CC=2)=O)=CC=1.C1C=CC(/C=C/C(/C=C/C2C=CC=CC=2)=O)=CC=1.[Pd].[Pd].C1(P(C2C=CC=CC=2)C2C=CC3C(=CC=CC=3)C=2C2C3C(=CC=CC=3)C=CC=2P(C2C=CC=CC=2)C2C=CC=CC=2)C=CC=CC=1. The product is [C:1]([N:8]1[CH2:9][CH:10]2[CH:14]([CH2:13][N:12]([C:23]3[CH:24]=[CH:25][C:26]4[C:27]5[C:19](=[CH:18][C:17]([Br:16])=[CH:29][CH:28]=5)[C:20](=[O:31])[C:21]=4[CH:22]=3)[CH2:11]2)[CH2:15]1)([O:3][C:4]([CH3:7])([CH3:6])[CH3:5])=[O:2]. The yield is 0.750.